Dataset: Forward reaction prediction with 1.9M reactions from USPTO patents (1976-2016). Task: Predict the product of the given reaction. The product is: [OH:10][CH2:9][CH2:8][N:7]([CH2:3][CH2:2][C:1]([O:5][CH3:6])=[O:4])[CH2:11][CH2:12][OH:13]. Given the reactants [C:1]([O:5][CH3:6])(=[O:4])[CH:2]=[CH2:3].[NH:7]([CH2:11][CH2:12][OH:13])[CH2:8][CH2:9][OH:10], predict the reaction product.